This data is from Catalyst prediction with 721,799 reactions and 888 catalyst types from USPTO. The task is: Predict which catalyst facilitates the given reaction. (1) Reactant: [CH3:1][N:2]1[C:7]([CH3:8])=[CH:6][C:5]([OH:9])=[C:4]([C:10]([O:12]CC)=O)[C:3]1=[O:15].[NH2:16][C:17]1[CH:22]=[CH:21][C:20]([CH3:23])=[CH:19][N:18]=1.BrC1C=CC=CC=1.COC(C)(C)C. Product: [CH3:23][C:20]1[CH:21]=[CH:22][C:17]([NH:16][C:10]([C:4]2[C:3](=[O:15])[N:2]([CH3:1])[C:7]([CH3:8])=[CH:6][C:5]=2[OH:9])=[O:12])=[N:18][CH:19]=1. The catalyst class is: 81. (2) The catalyst class is: 8. Reactant: [Br:1][C:2]1[CH:3]=[C:4]2[C:8](=[CH:9][CH:10]=1)[NH:7][C:6](=[O:11])[CH2:5]2.[CH3:12][S:13]([C:16]1[C:17]([C:24]2[CH:29]=[CH:28][CH:27]=[CH:26][CH:25]=2)=[C:18]([CH:22]=O)[NH:19][C:20]=1[CH3:21])(=[O:15])=[O:14].CC1(C)C(C)(C)OB(C2C=CC=C3C=2C=CN3)O1.N1CCCCC1. Product: [Br:1][C:2]1[CH:3]=[C:4]2[C:8](=[CH:9][CH:10]=1)[NH:7][C:6](=[O:11])/[C:5]/2=[CH:22]\[C:18]1[NH:19][C:20]([CH3:21])=[C:16]([S:13]([CH3:12])(=[O:15])=[O:14])[C:17]=1[C:24]1[CH:29]=[CH:28][CH:27]=[CH:26][CH:25]=1. (3) Product: [N:18]1[CH:19]=[CH:20][C:15]([C:10]2[CH:11]=[CH:12][CH:13]=[CH:14][C:9]=2[OH:8])=[CH:16][CH:17]=1. The catalyst class is: 63. Reactant: C([O:8][C:9]1[CH:14]=[CH:13][CH:12]=[CH:11][C:10]=1[C:15]1[CH:20]=[CH:19][N:18]=[CH:17][CH:16]=1)C1C=CC=CC=1.